Dataset: Full USPTO retrosynthesis dataset with 1.9M reactions from patents (1976-2016). Task: Predict the reactants needed to synthesize the given product. (1) Given the product [I:1][C:2]1[CH:3]=[CH:4][C:5]([C@@H:8]2[CH2:10][C@H:9]2[NH:11][CH2:12][CH:14]2[CH2:19][CH2:18][N:17]([CH2:20][C:21]3[CH:22]=[CH:23][C:24]([C:25]([O:27][CH3:28])=[O:26])=[CH:29][CH:30]=3)[CH2:16][CH2:15]2)=[CH:6][CH:7]=1, predict the reactants needed to synthesize it. The reactants are: [I:1][C:2]1[CH:7]=[CH:6][C:5]([C@@H:8]2[CH2:10][C@H:9]2[NH2:11])=[CH:4][CH:3]=1.[CH:12]([CH:14]1[CH2:19][CH2:18][N:17]([CH2:20][C:21]2[CH:30]=[CH:29][C:24]([C:25]([O:27][CH3:28])=[O:26])=[CH:23][CH:22]=2)[CH2:16][CH2:15]1)=O.C([BH3-])#N.[Na+].C(O)(=O)C. (2) The reactants are: [CH3:1][O:2][C:3]1[C:8]([NH2:9])=[C:7]([NH:10][CH2:11][CH2:12][CH2:13][CH2:14][O:15][CH3:16])[CH:6]=[CH:5][CH:4]=1.[C:17]([O:21][C:22]([N:24]1[CH2:29][C@H:28]([C:30]([N:32]2[CH2:37][CH2:36][O:35][CH2:34][CH2:33]2)=[O:31])[CH2:27][C@H:26]([N:38]([C:43](=[O:47])[C:44](O)=[O:45])[CH2:39][CH:40]([CH3:42])[CH3:41])[CH2:25]1)=[O:23])([CH3:20])([CH3:19])[CH3:18].C1C=CC2N(O)N=NC=2C=1.CCN=C=NCCCN(C)C.Cl. Given the product [CH3:1][O:2][C:3]1[CH:4]=[CH:5][CH:6]=[C:7]([NH:10][CH2:11][CH2:12][CH2:13][CH2:14][O:15][CH3:16])[C:8]=1[NH:9][C:44](=[O:45])[C:43]([N:38]([CH2:39][CH:40]([CH3:41])[CH3:42])[C@H:26]1[CH2:27][C@@H:28]([C:30]([N:32]2[CH2:33][CH2:34][O:35][CH2:36][CH2:37]2)=[O:31])[CH2:29][N:24]([C:22]([O:21][C:17]([CH3:18])([CH3:19])[CH3:20])=[O:23])[CH2:25]1)=[O:47], predict the reactants needed to synthesize it. (3) Given the product [CH3:1][CH:2]1[NH:3][CH2:4][CH2:5][N:6]([C:9]2[CH:14]=[CH:13][C:12]([N+:15]([O-:17])=[O:16])=[CH:11][CH:10]=2)[CH2:7]1, predict the reactants needed to synthesize it. The reactants are: [CH3:1][CH:2]1[CH2:7][NH:6][CH2:5][CH2:4][NH:3]1.F[C:9]1[CH:14]=[CH:13][C:12]([N+:15]([O-:17])=[O:16])=[CH:11][CH:10]=1. (4) Given the product [CH2:15]([O:14][C:12]([C:8]1[S:9][C:10]2[NH:11][C:34](=[O:35])[N:33]([CH2:32][C:29]3[CH:30]=[CH:31][C:26]([Br:25])=[CH:27][CH:28]=3)[C:4](=[O:5])[C:6]=2[C:7]=1[CH3:22])=[O:13])[C:16]1[CH:17]=[CH:18][CH:19]=[CH:20][CH:21]=1, predict the reactants needed to synthesize it. The reactants are: C(O[C:4]([C:6]1[C:7]([CH3:22])=[C:8]([C:12]([O:14][CH2:15][C:16]2[CH:21]=[CH:20][CH:19]=[CH:18][CH:17]=2)=[O:13])[S:9][C:10]=1[NH2:11])=[O:5])C.[H-].[Na+].[Br:25][C:26]1[CH:31]=[CH:30][C:29]([CH2:32][N:33]=[C:34]=[O:35])=[CH:28][CH:27]=1. (5) Given the product [CH3:11][C:9]1([CH3:10])[C:5]([CH3:20])([CH3:4])[O:6][B:7]([CH:12]2[CH2:3][CH:13]2[C:14]2[CH:19]=[CH:18][CH:17]=[CH:16][CH:15]=2)[O:8]1, predict the reactants needed to synthesize it. The reactants are: [N+](=[CH2:3])=[N-].[CH3:4][C:5]1([CH3:20])[C:9]([CH3:11])([CH3:10])[O:8][B:7](/[CH:12]=[CH:13]/[C:14]2[CH:19]=[CH:18][CH:17]=[CH:16][CH:15]=2)[O:6]1. (6) Given the product [C:18]1(=[O:27])[CH2:19][CH2:26][CH2:25][CH2:24][CH2:23][CH2:20][CH2:21]1, predict the reactants needed to synthesize it. The reactants are: C1CCCCCCC1.N(OC(C)(C)C)=O.ON1[C:21](=O)[C:20]2=[CH:23][CH:24]=[CH:25][CH:26]=[C:19]2[C:18]1=[O:27].C1(=NO)CCCCCCC1.[N+](C1CCCCCCC1)([O-])=O.